From a dataset of Reaction yield outcomes from USPTO patents with 853,638 reactions. Predict the reaction yield, written as a fraction of the theoretical maximum amount of product (1.0 means a 100% yield; for example, 0.34 means a 34% yield). (1) The reactants are [CH3:1][C:2](/[CH:4]=[N:5]/O)=O.O.[C:8]([OH:11])(=O)[CH3:9]. The catalyst is [Zn]. The product is [CH3:1][C:2]1[C:9]2[C:8](=[O:11])[NH:5][CH2:4][CH2:2][C:1]=2[NH:5][CH:4]=1. The yield is 0.260. (2) The reactants are Cl.[CH:2]1[C:15]2[NH:14][C:13]3[C:8](=[CH:9][CH:10]=[CH:11][CH:12]=3)[S:7][C:6]=2[CH:5]=[CH:4][C:3]=1[C:16]1[N:17]=[C:18]([CH2:21][NH2:22])[S:19][CH:20]=1.[CH3:23][C:24]([CH:27]=O)([CH3:26])[CH3:25].C(=O)CC. No catalyst specified. The product is [CH2:23]([NH:22][CH2:21][C:18]1[S:19][CH:20]=[C:16]([C:3]2[CH:4]=[CH:5][C:6]3[S:7][C:8]4[C:13](=[CH:12][CH:11]=[CH:10][CH:9]=4)[NH:14][C:15]=3[CH:2]=2)[N:17]=1)[C:24]([CH3:27])([CH3:26])[CH3:25]. The yield is 0.406. (3) The reactants are C[N+]1([O-])CC[O:5]CC1.Cl[CH2:10][C:11]1[N:12]=[C:13]([C:16]2[CH:21]=[CH:20][C:19]([O:22][CH2:23][CH3:24])=[C:18]([O:25][CH2:26][CH3:27])[CH:17]=2)[S:14][CH:15]=1. The catalyst is C(#N)C. The product is [CH2:26]([O:25][C:18]1[CH:17]=[C:16]([C:13]2[S:14][CH:15]=[C:11]([CH:10]=[O:5])[N:12]=2)[CH:21]=[CH:20][C:19]=1[O:22][CH2:23][CH3:24])[CH3:27]. The yield is 0.860.